This data is from Catalyst prediction with 721,799 reactions and 888 catalyst types from USPTO. The task is: Predict which catalyst facilitates the given reaction. Reactant: [OH:1][C:2]1[CH:11]=[CH:10][CH:9]=[C:8]2[C:3]=1[CH2:4][CH2:5][N:6]([C:12]([O:14][C:15]([CH3:18])([CH3:17])[CH3:16])=[O:13])[CH2:7]2.C([O-])([O-])=O.[K+].[K+].Br[CH2:26][C:27]([O:29][CH2:30][CH3:31])=[O:28]. The catalyst class is: 23. Product: [CH2:30]([O:29][C:27]([CH2:26][O:1][C:2]1[CH:11]=[CH:10][CH:9]=[C:8]2[C:3]=1[CH2:4][CH2:5][N:6]([C:12]([O:14][C:15]([CH3:18])([CH3:17])[CH3:16])=[O:13])[CH2:7]2)=[O:28])[CH3:31].